This data is from Full USPTO retrosynthesis dataset with 1.9M reactions from patents (1976-2016). The task is: Predict the reactants needed to synthesize the given product. (1) The reactants are: [CH2:1]([S:3][C:4]1[N:23]=[CH:22][CH:21]=[CH:20][C:5]=1[C:6]([NH:8][C:9]1[C:10]([OH:19])=[N:11][CH:12]=[C:13]([C:15]([F:18])([F:17])[F:16])[CH:14]=1)=O)[CH3:2].N(C(OCCOC)=O)=NC(OCCOC)=O.COCCOC(/N=N/C(OCCOC)=O)=O.C1(P(C2C=CC=CC=2)C2C=CC=CC=2)C=CC=CC=1.[Cl-].[NH4+]. Given the product [CH2:1]([S:3][C:4]1[C:5]([C:6]2[O:19][C:10]3[C:9]([N:8]=2)=[CH:14][C:13]([C:15]([F:18])([F:17])[F:16])=[CH:12][N:11]=3)=[CH:20][CH:21]=[CH:22][N:23]=1)[CH3:2], predict the reactants needed to synthesize it. (2) The reactants are: [CH2:1]1[CH2:5][NH:4][C@@H:3]([CH2:6][C:7]([OH:9])=[O:8])[CH2:2]1.S(=O)(=O)(O)O.[CH3:15][C:16](=[CH2:18])[CH3:17].C(=O)([O-])[O-].[K+].[K+]. Given the product [NH:4]1[CH2:5][CH2:1][CH2:2][CH2:3][C@@H:6]1[C:7]([O:9][C:16]([CH3:18])([CH3:17])[CH3:15])=[O:8], predict the reactants needed to synthesize it.